This data is from Full USPTO retrosynthesis dataset with 1.9M reactions from patents (1976-2016). The task is: Predict the reactants needed to synthesize the given product. (1) Given the product [CH3:24][O:23][C:21](=[O:22])[C:20]1[CH:25]=[C:26]([O:28][CH2:7][C:8]2[CH:13]=[CH:12][CH:11]=[CH:10][CH:9]=2)[CH:27]=[C:18]([C:17]([O:16][CH3:15])=[O:29])[CH:19]=1, predict the reactants needed to synthesize it. The reactants are: C([O-])([O-])=O.[K+].[K+].[CH2:7](Br)[C:8]1[CH:13]=[CH:12][CH:11]=[CH:10][CH:9]=1.[CH3:15][O:16][C:17](=[O:29])[C:18]1[CH:27]=[C:26]([OH:28])[CH:25]=[C:20]([C:21]([O:23][CH3:24])=[O:22])[CH:19]=1. (2) Given the product [C:49]([C:51]1[CH:52]=[C:53]([C:57]2[CH:62]=[CH:61][CH:60]=[C:59]([NH:63][C:22]([C:17]3[C:18](=[O:21])[O:19][C:20]4[C:15]([CH:16]=3)=[CH:14][CH:13]=[CH:12][C:11]=4[OH:10])=[O:24])[CH:58]=2)[CH:54]=[CH:55][CH:56]=1)#[N:50], predict the reactants needed to synthesize it. The reactants are: CCN(C(C)C)C(C)C.[OH:10][C:11]1[CH:12]=[CH:13][CH:14]=[C:15]2[C:20]=1[O:19][C:18](=[O:21])[C:17]([C:22]([OH:24])=O)=[CH:16]2.CN(C(ON1N=NC2C=CC=NC1=2)=[N+](C)C)C.F[P-](F)(F)(F)(F)F.[C:49]([C:51]1[CH:52]=[C:53]([C:57]2[CH:62]=[CH:61][CH:60]=[C:59]([NH2:63])[CH:58]=2)[CH:54]=[CH:55][CH:56]=1)#[N:50]. (3) Given the product [Cl:1][C:2]1[N:7]=[C:6]([C:8]2[C:9]([C:10]3[CH:11]=[C:12]([NH:16][C:17](=[O:22])[C:18]([F:19])([F:20])[F:21])[CH:13]=[CH:14][CH:15]=3)=[N:24][N:25]3[CH:30]=[CH:29][CH:28]=[CH:27][C:26]=23)[CH:5]=[CH:4][N:3]=1, predict the reactants needed to synthesize it. The reactants are: [Cl:1][C:2]1[N:7]=[C:6]([C:8]#[C:9][C:10]2[CH:11]=[C:12]([NH:16][C:17](=[O:22])[C:18]([F:21])([F:20])[F:19])[CH:13]=[CH:14][CH:15]=2)[CH:5]=[CH:4][N:3]=1.[I-].[NH2:24][N+:25]1[CH:30]=[CH:29][CH:28]=[CH:27][CH:26]=1.[OH-].[K+].C([O-])([O-])=O.[K+].[K+].